Dataset: Forward reaction prediction with 1.9M reactions from USPTO patents (1976-2016). Task: Predict the product of the given reaction. Given the reactants C(O[CH:4](OCC)[CH2:5][N:6]1[C:14](=[O:15])[C:13]2[C:8](=[CH:9][CH:10]=[CH:11][CH:12]=2)[C:7]1=[O:16])C.[NH2:20][C:21]1[CH:28]=[C:27]([Br:29])[CH:26]=[CH:25][C:22]=1[CH:23]=O.O.C1(C)C=CC(S(O)(=O)=O)=CC=1, predict the reaction product. The product is: [Br:29][C:27]1[CH:28]=[C:21]2[C:22]([CH:23]=[C:5]([N:6]3[C:7](=[O:16])[C:8]4[C:13](=[CH:12][CH:11]=[CH:10][CH:9]=4)[C:14]3=[O:15])[CH:4]=[N:20]2)=[CH:25][CH:26]=1.